This data is from Reaction yield outcomes from USPTO patents with 853,638 reactions. The task is: Predict the reaction yield, written as a fraction of the theoretical maximum amount of product (1.0 means a 100% yield; for example, 0.34 means a 34% yield). (1) The reactants are [H-].[H-].[H-].[H-].[Li+].[Al+3].O=[C:8]1[NH:13][CH2:12][C:11](=O)[N:10]2[C@@H:15]([C:19](OC)=[O:20])[CH2:16][CH2:17][CH2:18][C@@H:9]12. No catalyst specified. The product is [CH2:8]1[NH:13][CH2:12][CH2:11][N:10]2[C@@H:15]([CH2:19][OH:20])[CH2:16][CH2:17][CH2:18][C@@H:9]12. The yield is 1.00. (2) The reactants are [CH3:1][O:2][CH2:3][C:4]1[CH:9]=[CH:8][C:7](B(O)O)=[CH:6][CH:5]=1.O.[C:14]([OH:18])(=[O:17])[CH:15]=O.[CH2:19]([NH:22][CH2:23][CH:24]=[CH2:25])[CH:20]=[CH2:21]. The catalyst is C(#N)C. The product is [CH2:19]([N:22]([CH2:23][CH:24]=[CH2:25])[CH:15]([C:7]1[CH:8]=[CH:9][C:4]([CH2:3][O:2][CH3:1])=[CH:5][CH:6]=1)[C:14]([OH:18])=[O:17])[CH:20]=[CH2:21]. The yield is 0.121. (3) The reactants are [N:1]1[CH:6]=[CH:5][CH:4]=[CH:3][C:2]=1[CH2:7][OH:8].C[Si](C)(C)[N-][Si](C)(C)C.[Li+].[CH:19]1([NH:22][C:23]([C:25]2[CH:26]=[CH:27][C:28]([CH3:44])=[C:29]([NH:31][C:32]([C:34]3[CH:35]=[N:36][C:37](S(C)(=O)=O)=[N:38][CH:39]=3)=[O:33])[CH:30]=2)=[O:24])[CH2:21][CH2:20]1. The catalyst is C1COCC1. The product is [CH:19]1([NH:22][C:23]([C:25]2[CH:26]=[CH:27][C:28]([CH3:44])=[C:29]([NH:31][C:32]([C:34]3[CH:35]=[N:36][C:37]([O:8][CH2:7][C:2]4[CH:3]=[CH:4][CH:5]=[CH:6][N:1]=4)=[N:38][CH:39]=3)=[O:33])[CH:30]=2)=[O:24])[CH2:21][CH2:20]1. The yield is 0.120.